This data is from Peptide-MHC class II binding affinity with 134,281 pairs from IEDB. The task is: Regression. Given a peptide amino acid sequence and an MHC pseudo amino acid sequence, predict their binding affinity value. This is MHC class II binding data. (1) The peptide sequence is TIKAERTEQKDFDGR. The MHC is DRB5_0101 with pseudo-sequence DRB5_0101. The binding affinity (normalized) is 0.328. (2) The peptide sequence is CDCDDKFYDCLKNSADTI. The MHC is DRB1_0401 with pseudo-sequence DRB1_0401. The binding affinity (normalized) is 0.0503. (3) The peptide sequence is KYFAATQFEPLAARL. The MHC is HLA-DPA10301-DPB10402 with pseudo-sequence HLA-DPA10301-DPB10402. The binding affinity (normalized) is 0.885. (4) The peptide sequence is GRVIDLGCGRGGWCY. The MHC is HLA-DQA10201-DQB10301 with pseudo-sequence HLA-DQA10201-DQB10301. The binding affinity (normalized) is 0.439. (5) The MHC is DRB1_1302 with pseudo-sequence DRB1_1302. The peptide sequence is QKRTLSLLQYARYPI. The binding affinity (normalized) is 0.624. (6) The peptide sequence is AEATAGTTVYGAFAA. The MHC is HLA-DQA10501-DQB10301 with pseudo-sequence HLA-DQA10501-DQB10301. The binding affinity (normalized) is 0.690.